Task: Regression. Given two drug SMILES strings and cell line genomic features, predict the synergy score measuring deviation from expected non-interaction effect.. Dataset: NCI-60 drug combinations with 297,098 pairs across 59 cell lines (1) Drug 1: CC1OCC2C(O1)C(C(C(O2)OC3C4COC(=O)C4C(C5=CC6=C(C=C35)OCO6)C7=CC(=C(C(=C7)OC)O)OC)O)O. Drug 2: CC1CCCC2(C(O2)CC(NC(=O)CC(C(C(=O)C(C1O)C)(C)C)O)C(=CC3=CSC(=N3)C)C)C. Cell line: DU-145. Synergy scores: CSS=22.8, Synergy_ZIP=-0.257, Synergy_Bliss=-0.537, Synergy_Loewe=-1.45, Synergy_HSA=-1.85. (2) Drug 1: C1=NC2=C(N1)C(=S)N=C(N2)N. Drug 2: C(CCl)NC(=O)N(CCCl)N=O. Cell line: OVCAR3. Synergy scores: CSS=44.7, Synergy_ZIP=-1.77, Synergy_Bliss=-1.48, Synergy_Loewe=-20.7, Synergy_HSA=-0.119. (3) Drug 1: CCC1(CC2CC(C3=C(CCN(C2)C1)C4=CC=CC=C4N3)(C5=C(C=C6C(=C5)C78CCN9C7C(C=CC9)(C(C(C8N6C=O)(C(=O)OC)O)OC(=O)C)CC)OC)C(=O)OC)O.OS(=O)(=O)O. Drug 2: COC1=C2C(=CC3=C1OC=C3)C=CC(=O)O2. Cell line: OVCAR-4. Synergy scores: CSS=-4.39, Synergy_ZIP=-1.90, Synergy_Bliss=-6.74, Synergy_Loewe=-23.6, Synergy_HSA=-11.1. (4) Drug 1: C1=CC=C(C=C1)NC(=O)CCCCCCC(=O)NO. Drug 2: CNC(=O)C1=NC=CC(=C1)OC2=CC=C(C=C2)NC(=O)NC3=CC(=C(C=C3)Cl)C(F)(F)F. Cell line: SK-OV-3. Synergy scores: CSS=69.1, Synergy_ZIP=7.91, Synergy_Bliss=7.45, Synergy_Loewe=-11.0, Synergy_HSA=8.25. (5) Synergy scores: CSS=13.4, Synergy_ZIP=-4.95, Synergy_Bliss=-4.75, Synergy_Loewe=-31.6, Synergy_HSA=-3.94. Drug 2: C1CCC(C(C1)N)N.C(=O)(C(=O)[O-])[O-].[Pt+4]. Cell line: ACHN. Drug 1: CC1=CC2C(CCC3(C2CCC3(C(=O)C)OC(=O)C)C)C4(C1=CC(=O)CC4)C. (6) Drug 1: CC(CN1CC(=O)NC(=O)C1)N2CC(=O)NC(=O)C2. Drug 2: CC1=C(C(=CC=C1)Cl)NC(=O)C2=CN=C(S2)NC3=CC(=NC(=N3)C)N4CCN(CC4)CCO. Cell line: T-47D. Synergy scores: CSS=12.0, Synergy_ZIP=-2.13, Synergy_Bliss=1.68, Synergy_Loewe=1.61, Synergy_HSA=2.17. (7) Drug 1: CCCCC(=O)OCC(=O)C1(CC(C2=C(C1)C(=C3C(=C2O)C(=O)C4=C(C3=O)C=CC=C4OC)O)OC5CC(C(C(O5)C)O)NC(=O)C(F)(F)F)O. Drug 2: C1C(C(OC1N2C=NC3=C2NC=NCC3O)CO)O. Cell line: HL-60(TB). Synergy scores: CSS=67.6, Synergy_ZIP=2.06, Synergy_Bliss=1.37, Synergy_Loewe=-5.69, Synergy_HSA=1.33.